Dataset: Full USPTO retrosynthesis dataset with 1.9M reactions from patents (1976-2016). Task: Predict the reactants needed to synthesize the given product. (1) The reactants are: Cl[C:2]1[C:3]2[C:10]3[CH2:11][CH2:12][CH:13]([C:15]([O:17]CC)=[O:16])[CH2:14][C:9]=3[S:8][C:4]=2[N:5]=[CH:6][N:7]=1.[NH2:20][C:21]1[CH:22]=[C:23]2[C:27](=[CH:28][C:29]=1[O:30][CH3:31])[NH:26][N:25]=[CH:24]2.Cl.O1CCOCC1. Given the product [CH3:31][O:30][C:29]1[CH:28]=[C:27]2[C:23]([CH:24]=[N:25][NH:26]2)=[CH:22][C:21]=1[NH:20][C:2]1[C:3]2[C:10]3[CH2:11][CH2:12][CH:13]([C:15]([OH:17])=[O:16])[CH2:14][C:9]=3[S:8][C:4]=2[N:5]=[CH:6][N:7]=1, predict the reactants needed to synthesize it. (2) Given the product [Br:1][C:2]1[N:3]=[CH:4][N:5]([NH:16][C:14](=[O:15])[O:13][C:9]([CH3:12])([CH3:11])[CH3:10])[CH:6]=1, predict the reactants needed to synthesize it. The reactants are: [Br:1][C:2]1[N:3]=[CH:4][NH:5][CH:6]=1.[H-].[Na+].[C:9]([O:13][C:14]([N:16]1C(C2C=CC(C#N)=CC=2)O1)=[O:15])([CH3:12])([CH3:11])[CH3:10]. (3) Given the product [Cl:1][C:2]1[CH:7]=[CH:6][CH:5]=[CH:4][C:3]=1[C:8]1[C:12]([C:13]#[C:14][C:15]2[CH:16]=[CH:17][CH:18]=[CH:19][CH:20]=2)=[C:11]([NH2:21])[N:10]([CH3:25])[N:9]=1, predict the reactants needed to synthesize it. The reactants are: [Cl:1][C:2]1[CH:7]=[CH:6][CH:5]=[CH:4][C:3]=1[C:8]1[C:12]([C:13]#[C:14][C:15]2[CH:20]=[CH:19][CH:18]=[CH:17][CH:16]=2)=[C:11]([NH:21]C(=O)C)[N:10]([CH3:25])[N:9]=1. (4) Given the product [CH2:21]([O:20][C:18](=[O:19])[C:15]([CH3:17])([S:14][CH:11]1[CH2:10][CH2:9][NH:8][CH2:13][CH2:12]1)[CH3:16])[CH3:22], predict the reactants needed to synthesize it. The reactants are: C(OC([N:8]1[CH2:13][CH2:12][CH:11]([S:14][C:15]([C:18]([O:20][CH2:21][CH3:22])=[O:19])([CH3:17])[CH3:16])[CH2:10][CH2:9]1)=O)(C)(C)C.Cl. (5) Given the product [CH3:13][C:14]1([CH3:23])[O:15][C@@H:16]([C:21]([OH:22])=[O:20])[C@@H:17]([CH2:19][S:10][C:6]2[CH:7]=[CH:8][CH:9]=[C:4]([O:3][C:2]([F:1])([F:11])[F:12])[CH:5]=2)[O:18]1, predict the reactants needed to synthesize it. The reactants are: [F:1][C:2]([F:12])([F:11])[O:3][C:4]1[CH:5]=[C:6]([SH:10])[CH:7]=[CH:8][CH:9]=1.[CH3:13][C:14]1([CH3:23])[O:18][C@@H:17]2[CH2:19][O:20][C:21](=[O:22])[C@@H:16]2[O:15]1.C(=O)([O-])[O-].[K+].[K+].CCOC(C)=O. (6) Given the product [CH2:22]([CH:21]1[C:20](=[O:29])[C:19]2[C:14](=[CH:15][C:16]([Cl:30])=[CH:17][CH:18]=2)[O:13][CH:12]1[C@H:8]([N:6]1[CH:7]=[C:3]([CH2:2][NH:1][C:45](=[O:46])[CH3:44])[N:4]=[C:5]1[C:31]1[CH:36]=[CH:35][C:34]([CH3:37])=[CH:33][CH:32]=1)[CH:9]([CH3:11])[CH3:10])[C:23]1[CH:28]=[CH:27][CH:26]=[CH:25][CH:24]=1, predict the reactants needed to synthesize it. The reactants are: [NH2:1][CH2:2][C:3]1[N:4]=[C:5]([C:31]2[CH:36]=[CH:35][C:34]([CH3:37])=[CH:33][CH:32]=2)[N:6]([C@@H:8]([C:12]2[O:13][C:14]3[C:19]([C:20](=[O:29])[C:21]=2[CH2:22][C:23]2[CH:28]=[CH:27][CH:26]=[CH:25][CH:24]=2)=[CH:18][CH:17]=[C:16]([Cl:30])[CH:15]=3)[CH:9]([CH3:11])[CH3:10])[CH:7]=1.N1C=CC=CC=1.[CH3:44][C:45](OC(C)=O)=[O:46]. (7) The reactants are: [N:1]([CH2:4][CH2:5][O:6][C:7]1[CH:12]=[CH:11][C:10]([CH2:13][CH:14]([O:20][C:21]2[CH:26]=[CH:25][CH:24]=[CH:23][CH:22]=2)[C:15]([O:17][CH2:18][CH3:19])=[O:16])=[CH:9][CH:8]=1)=[N+]=[N-]. Given the product [NH2:1][CH2:4][CH2:5][O:6][C:7]1[CH:8]=[CH:9][C:10]([CH2:13][CH:14]([O:20][C:21]2[CH:22]=[CH:23][CH:24]=[CH:25][CH:26]=2)[C:15]([O:17][CH2:18][CH3:19])=[O:16])=[CH:11][CH:12]=1, predict the reactants needed to synthesize it. (8) Given the product [OH:1][CH2:2][C:3]([NH:6][C:7]([C:9]1[C:10]2[CH2:11][C@H:12]3[CH2:24][C@H:13]3[C:14]=2[N:15]([C:17]2[CH:22]=[CH:21][C:20]([CH2:26][CH3:27])=[CH:19][N:18]=2)[N:16]=1)=[O:8])([CH3:5])[CH3:4], predict the reactants needed to synthesize it. The reactants are: [OH:1][CH2:2][C:3]([NH:6][C:7]([C:9]1[C:10]2[CH2:11][C@H:12]3[CH2:24][C@H:13]3[C:14]=2[N:15]([C:17]2[CH:22]=[CH:21][C:20](Br)=[CH:19][N:18]=2)[N:16]=1)=[O:8])([CH3:5])[CH3:4].O1CCO[CH2:27][CH2:26]1.C([Zn]CC)C.CCCCCC.